Dataset: Forward reaction prediction with 1.9M reactions from USPTO patents (1976-2016). Task: Predict the product of the given reaction. (1) Given the reactants N[C:2]1[N:10]=[C:9]2[C:5]([NH:6][CH:7]=[N:8]2)=[C:4]([Cl:11])[N:3]=1.[Cl-:12].N([O-])=O, predict the reaction product. The product is: [Cl:12][C:2]1[N:10]=[C:9]2[C:5]([NH:6][CH:7]=[N:8]2)=[C:4]([Cl:11])[N:3]=1. (2) The product is: [Si:35]([O:18][CH2:17][C@H:10]1[O:9][C@:8]([C:5]2[CH:6]=[CH:7][C:2]([Cl:1])=[C:3]([CH2:21][C:22]3[CH:23]=[CH:24][C:25]4[O:29][CH2:28][CH2:27][C:26]=4[CH:30]=3)[CH:4]=2)([O:19][CH3:20])[C@H:13]([OH:14])[C@@H:12]([OH:15])[C@@H:11]1[OH:16])([C:31]([CH3:34])([CH3:33])[CH3:32])([CH3:38])[CH3:37]. Given the reactants [Cl:1][C:2]1[CH:7]=[CH:6][C:5]([C@@:8]2([O:19][CH3:20])[C@H:13]([OH:14])[C@@H:12]([OH:15])[C@H:11]([OH:16])[C@@H:10]([CH2:17][OH:18])[O:9]2)=[CH:4][C:3]=1[CH2:21][C:22]1[CH:23]=[CH:24][C:25]2[O:29][CH2:28][CH2:27][C:26]=2[CH:30]=1.[C:31]([Si:35]([CH3:38])([CH3:37])Cl)([CH3:34])([CH3:33])[CH3:32], predict the reaction product. (3) Given the reactants [NH2:1][C:2]1[CH:11]=[CH:10][C:9]([OH:12])=[CH:8][C:3]=1[C:4]([NH:6][CH3:7])=[O:5].[Cl:13][C:14]1[CH:15]=[C:16]([CH:19]=[CH:20][CH:21]=1)C=O.[C:22](O)(=O)C, predict the reaction product. The product is: [Cl:13][C:14]1[CH:21]=[C:20]([C:7]2[N:6]([CH3:22])[C:4](=[O:5])[C:3]3[C:2](=[CH:11][CH:10]=[C:9]([OH:12])[CH:8]=3)[N:1]=2)[CH:19]=[CH:16][CH:15]=1. (4) Given the reactants CN([C:4]([O:8]N1N=NC2C=CC=NC1=2)=[N+](C)C)C.F[P-](F)(F)(F)(F)F.[F:25][C:26]1[CH:27]=[C:28]([NH:37][C:38]([C@@H:40]2[NH:49][CH2:48][CH2:47][C:46]3[N:45]=[C:44]([O:50][CH3:51])[CH:43]=[CH:42][C:41]2=3)=[O:39])[CH:29]=[C:30]2[C:34]=1[C:33]([CH3:36])([CH3:35])[CH2:32][CH2:31]2.CCN(C(C)C)C(C)C.[C@H:61]1([C:68]([OH:70])=[O:69])[CH2:64][C@@H:63](C(O)=O)[CH2:62]1, predict the reaction product. The product is: [F:25][C:26]1[CH:27]=[C:28]([NH:37][C:38]([C@@H:40]2[N:49]([C:4]([C:61]3([C:68]([OH:70])=[O:69])[CH2:62][CH2:63][CH2:64]3)=[O:8])[CH2:48][CH2:47][C:46]3[N:45]=[C:44]([O:50][CH3:51])[CH:43]=[CH:42][C:41]2=3)=[O:39])[CH:29]=[C:30]2[C:34]=1[C:33]([CH3:35])([CH3:36])[CH2:32][CH2:31]2. (5) The product is: [F:1][CH2:2][C@@H:3]1[C@@H:4]2[C@@:8]([C:11]3[CH:16]=[CH:15][CH:14]=[CH:13][C:12]=3[F:17])([NH:9][O:10][CH2:5]2)[CH2:7][O:6]1. Given the reactants [F:1][CH2:2][C@@H:3]([O:6][CH2:7][C:8]([C:11]1[CH:16]=[CH:15][CH:14]=[CH:13][C:12]=1[F:17])=[N:9][OH:10])[CH:4]=[CH2:5].C1(C=CC(O)=CC=1)O, predict the reaction product. (6) Given the reactants [CH3:1][C@H:2]([CH2:23][CH:24]=[CH2:25])[C:3]([O:5][CH2:6][C@H:7]([NH:14][C:15](=[O:22])[C:16]([F:21])([F:20])[CH2:17]C=C)[C:8]1[CH:13]=[CH:12][CH:11]=[CH:10][CH:9]=1)=[O:4], predict the reaction product. The product is: [F:21][C:16]1([F:20])[CH2:17][CH:25]=[CH:24][CH2:23][C@@H:2]([CH3:1])[C:3](=[O:4])[O:5][CH2:6][C@@H:7]([C:8]2[CH:9]=[CH:10][CH:11]=[CH:12][CH:13]=2)[NH:14][C:15]1=[O:22]. (7) Given the reactants COC1C2C(C3C=CC=CC=3)=C(C3C=CC(C4(N)CCC4)=CC=3)OC=2N=C(N2CCOCC2)N=1.[CH3:35][N:36]([CH3:80])[CH2:37][CH2:38][N:39]1[CH2:44][CH2:43][N:42]([C:45]2[N:46]=[C:47]([O:78][CH3:79])[C:48]3[C:53]([C:54]4[CH:59]=[CH:58][CH:57]=[CH:56][CH:55]=4)=[C:52]([C:60]4[CH:65]=[CH:64][C:63]([C:66]5([NH:70]C(=O)OC(C)(C)C)[CH2:69][CH2:68][CH2:67]5)=[CH:62][CH:61]=4)[O:51][C:49]=3[N:50]=2)[CH2:41][CH2:40]1, predict the reaction product. The product is: [CH3:35][N:36]([CH3:80])[CH2:37][CH2:38][N:39]1[CH2:40][CH2:41][N:42]([C:45]2[N:46]=[C:47]([O:78][CH3:79])[C:48]3[C:53]([C:54]4[CH:55]=[CH:56][CH:57]=[CH:58][CH:59]=4)=[C:52]([C:60]4[CH:61]=[CH:62][C:63]([C:66]5([NH2:70])[CH2:67][CH2:68][CH2:69]5)=[CH:64][CH:65]=4)[O:51][C:49]=3[N:50]=2)[CH2:43][CH2:44]1. (8) Given the reactants [N:1]1[C:10]2[C:5](=[CH:6][C:7]([C:11]([NH:13][NH2:14])=[O:12])=[CH:8][CH:9]=2)[CH:4]=[CH:3][CH:2]=1.C(N(CC)C(C)C)(C)C.[C:24]1([S:30](Cl)(=[O:32])=[O:31])[CH:29]=[CH:28][CH:27]=[CH:26][CH:25]=1, predict the reaction product. The product is: [C:24]1([S:30]([NH:14][NH:13][C:11]([C:7]2[CH:6]=[C:5]3[C:10](=[CH:9][CH:8]=2)[N:1]=[CH:2][CH:3]=[CH:4]3)=[O:12])(=[O:32])=[O:31])[CH:29]=[CH:28][CH:27]=[CH:26][CH:25]=1. (9) Given the reactants [Cl:1][C:2]1[CH:7]=[CH:6][C:5]([N:8]([CH2:10][C:11]([N:13]2[CH2:18][CH2:17][CH2:16][CH2:15][CH:14]2C)=[O:12])N)=[CH:4][CH:3]=1.Cl.C(O[CH:24](OCC)[CH2:25][CH2:26][CH2:27][NH:28][CH3:29])C.[CH3:33]COC(C)=O.CCO.[NH4+].[OH-], predict the reaction product. The product is: [Cl:1][C:2]1[CH:3]=[C:4]2[C:5](=[CH:6][CH:7]=1)[N:8]([CH2:10][C:11]([N:13]1[CH2:14][CH2:15][CH:16]([CH3:33])[CH2:17][CH2:18]1)=[O:12])[CH:24]=[C:25]2[CH2:26][CH2:27][NH:28][CH3:29]. (10) Given the reactants Cl[C:2](Cl)([O:4]C(=O)OC(Cl)(Cl)Cl)Cl.[F:13][C:14]([F:27])([F:26])[C:15]1[CH:24]=[C:23]2[C:18]([C@@H:19]([NH2:25])[CH2:20][CH2:21][O:22]2)=[CH:17][CH:16]=1.C(N(CC)C(C)C)(C)C.Cl.[Cl:38][C:39]1[CH:57]=[CH:56][C:42]([CH2:43][N:44]2[C:48]([C@H:49]3[CH2:53][CH2:52][CH2:51][NH:50]3)=[N:47][N:46]=[C:45]2[CH2:54][CH3:55])=[CH:41][CH:40]=1.C([O-])(O)=O.[Na+], predict the reaction product. The product is: [Cl:38][C:39]1[CH:57]=[CH:56][C:42]([CH2:43][N:44]2[C:45]([CH2:54][CH3:55])=[N:46][N:47]=[C:48]2[C@H:49]2[CH2:53][CH2:52][CH2:51][N:50]2[C:2]([NH:25][C@@H:19]2[C:18]3[C:23](=[CH:24][C:15]([C:14]([F:13])([F:26])[F:27])=[CH:16][CH:17]=3)[O:22][CH2:21][CH2:20]2)=[O:4])=[CH:41][CH:40]=1.